Dataset: NCI-60 drug combinations with 297,098 pairs across 59 cell lines. Task: Regression. Given two drug SMILES strings and cell line genomic features, predict the synergy score measuring deviation from expected non-interaction effect. (1) Drug 1: C1=CC=C(C(=C1)C(C2=CC=C(C=C2)Cl)C(Cl)Cl)Cl. Drug 2: COC1=C2C(=CC3=C1OC=C3)C=CC(=O)O2. Cell line: PC-3. Synergy scores: CSS=-2.52, Synergy_ZIP=1.15, Synergy_Bliss=-0.530, Synergy_Loewe=-1.55, Synergy_HSA=-2.66. (2) Drug 1: C1CNP(=O)(OC1)N(CCCl)CCCl. Drug 2: C1CN(P(=O)(OC1)NCCCl)CCCl. Cell line: COLO 205. Synergy scores: CSS=11.6, Synergy_ZIP=-0.824, Synergy_Bliss=3.25, Synergy_Loewe=5.15, Synergy_HSA=2.26.